Dataset: Catalyst prediction with 721,799 reactions and 888 catalyst types from USPTO. Task: Predict which catalyst facilitates the given reaction. (1) Reactant: [O:1]1[C:6]2[CH:7]=[CH:8][CH:9]=[CH:10][C:5]=2[O:4][CH2:3][CH:2]1[CH2:11][NH:12][C:13]([C:15]1[CH:20]=[CH:19][C:18]([NH:21][C:22]2[CH:30]=[CH:29][CH:28]=[CH:27][C:23]=2[C:24]([OH:26])=[O:25])=[C:17]([N+:31]([O-])=O)[CH:16]=1)=[O:14].[BH4-].[Na+]. Product: [NH2:31][C:17]1[CH:16]=[C:15]([C:13](=[O:14])[NH:12][CH2:11][CH:2]2[O:1][C:6]3[CH:7]=[CH:8][CH:9]=[CH:10][C:5]=3[O:4][CH2:3]2)[CH:20]=[CH:19][C:18]=1[NH:21][C:22]1[CH:30]=[CH:29][CH:28]=[CH:27][C:23]=1[C:24]([OH:26])=[O:25]. The catalyst class is: 19. (2) Reactant: FC(F)(F)C(O)=O.[CH3:8][O:9][C:10](=[O:22])[C@@H:11]([NH2:21])[CH2:12][C:13]1[CH:18]=[CH:17][C:16]([O:19][CH3:20])=[CH:15][CH:14]=1.C(N(CC)C(C)C)(C)C.[C:32]([O:36][C:37]([NH:39][C@@H:40]([CH3:44])[C:41](O)=[O:42])=[O:38])([CH3:35])([CH3:34])[CH3:33].CN(C(ON1N=NC2C=CC=NC1=2)=[N+](C)C)C.F[P-](F)(F)(F)(F)F. Product: [CH3:8][O:9][C:10](=[O:22])[C@@H:11]([NH:21][C:41](=[O:42])[C@@H:40]([NH:39][C:37]([O:36][C:32]([CH3:35])([CH3:34])[CH3:33])=[O:38])[CH3:44])[CH2:12][C:13]1[CH:18]=[CH:17][C:16]([O:19][CH3:20])=[CH:15][CH:14]=1. The catalyst class is: 3. (3) Reactant: [CH3:1][NH:2][CH2:3][CH2:4][OH:5].[C:6]([O:13]C([O-])=O)([O:8][C:9]([CH3:12])([CH3:11])[CH3:10])=O. Product: [CH3:12][C:9]([O:8][C:6](=[O:13])[N:2]([CH2:3][CH2:4][OH:5])[CH3:1])([CH3:10])[CH3:11]. The catalyst class is: 2. (4) Reactant: C([O:5][C:6]([C:8]1([CH2:11][C:12]2[CH:17]=[CH:16][CH:15]=[CH:14][CH:13]=2)[CH2:10][CH2:9]1)=O)(C)(C)C.[H-].[H-].[H-].[H-].[Li+].[Al+3].C([O-])(O)=O.[Na+]. Product: [CH2:11]([C:8]1([CH2:6][OH:5])[CH2:10][CH2:9]1)[C:12]1[CH:17]=[CH:16][CH:15]=[CH:14][CH:13]=1. The catalyst class is: 1. (5) Reactant: [C:1](OCC)(=O)[C:2]([O:4]CC)=[O:3].C1(S([N:20]2[CH:24]=[CH:23][CH:22]=[C:21]2[C:25](=O)[CH3:26])(=O)=O)C=CC=CC=1.[O-]CC.[Na+].Cl.[NH:33]([C:35]1[CH:36]=[CH:37][C:38]([O:41][CH3:42])=[N:39][CH:40]=1)[NH2:34]. Product: [CH3:42][O:41][C:38]1[N:39]=[CH:40][C:35]([N:33]2[C:25]([C:21]3[NH:20][CH:24]=[CH:23][CH:22]=3)=[CH:26][C:1]([C:2]([OH:4])=[O:3])=[N:34]2)=[CH:36][CH:37]=1. The catalyst class is: 8. (6) The catalyst class is: 15. Reactant: [CH3:1][O:2][C:3](=[O:19])[CH2:4][CH:5]([CH3:18])[C:6](/[N:8]=[C:9]1\[N:10]([NH2:17])[C:11]([CH3:16])=[CH:12][N:13]=[C:14]\1[CH3:15])=O. Product: [CH3:16][C:11]1[N:10]2[N:17]=[C:6]([CH:5]([CH3:18])[CH2:4][C:3]([O:2][CH3:1])=[O:19])[N:8]=[C:9]2[C:14]([CH3:15])=[N:13][CH:12]=1.